This data is from Retrosynthesis with 50K atom-mapped reactions and 10 reaction types from USPTO. The task is: Predict the reactants needed to synthesize the given product. (1) Given the product Cc1c(C=O)cccc1C(=O)c1ccc(Cl)cc1, predict the reactants needed to synthesize it. The reactants are: Cc1c(C(=O)O)cccc1C(=O)c1ccc(Cl)cc1. (2) Given the product O=C(O)CCSC(CCCc1ccccc1)c1ccc(OCCCOc2ccc(C(=O)C(F)(F)F)cc2)cc1, predict the reactants needed to synthesize it. The reactants are: COC(=O)CCSC(CCCc1ccccc1)c1ccc(OCCCOc2ccc(C(=O)C(F)(F)F)cc2)cc1. (3) Given the product c1ccc(Nc2ncnc3c2CNCC3)cc1, predict the reactants needed to synthesize it. The reactants are: c1ccc(CN2CCc3ncnc(Nc4ccccc4)c3C2)cc1. (4) Given the product CN(C)C(=O)n1cnc(Sc2cccc(Br)n2)n1, predict the reactants needed to synthesize it. The reactants are: Brc1cccc(Sc2nc[nH]n2)n1.CN(C)C(=O)Cl. (5) The reactants are: CCOC(=O)c1ncc(Cc2ccc(F)cc2)cc1N.O=CCN1C(=O)c2ccccc2C1=O. Given the product CCOC(=O)c1ncc(Cc2ccc(F)cc2)cc1NCCN1C(=O)c2ccccc2C1=O, predict the reactants needed to synthesize it.